Dataset: Reaction yield outcomes from USPTO patents with 853,638 reactions. Task: Predict the reaction yield, written as a fraction of the theoretical maximum amount of product (1.0 means a 100% yield; for example, 0.34 means a 34% yield). The reactants are [S-:1][C:2]#[N:3].[K+].[CH3:5][O:6][C:7]1[N:12]=[CH:11][C:10]([NH2:13])=[CH:9][CH:8]=1.BrBr.O. The catalyst is C(O)(=O)C. The product is [CH3:5][O:6][C:7]1[N:12]=[C:11]2[S:1][C:2]([NH2:3])=[N:13][C:10]2=[CH:9][CH:8]=1. The yield is 0.331.